Task: Predict the product of the given reaction.. Dataset: Forward reaction prediction with 1.9M reactions from USPTO patents (1976-2016) Given the reactants C(OC([N:11]1[CH2:16][CH2:15][C:14]([CH2:32][OH:33])([C:17](=[O:31])[NH:18][C:19]2[C:28]3[C:23](=[CH:24][CH:25]=[C:26]([O:29][CH3:30])[N:27]=3)[N:22]=[CH:21][CH:20]=2)[CH2:13][CH2:12]1)=O)C1C=CC=CC=1, predict the reaction product. The product is: [OH:33][CH2:32][C:14]1([C:17](=[O:31])[NH:18][C:19]2[C:28]3[C:23](=[CH:24][CH:25]=[C:26]([O:29][CH3:30])[N:27]=3)[N:22]=[CH:21][CH:20]=2)[CH2:15][CH2:16][NH:11][CH2:12][CH2:13]1.